This data is from CYP2C19 inhibition data for predicting drug metabolism from PubChem BioAssay. The task is: Regression/Classification. Given a drug SMILES string, predict its absorption, distribution, metabolism, or excretion properties. Task type varies by dataset: regression for continuous measurements (e.g., permeability, clearance, half-life) or binary classification for categorical outcomes (e.g., BBB penetration, CYP inhibition). Dataset: cyp2c19_veith. The compound is CCCN1CNC(=S)N(c2cccc(C)c2C)C1. The result is 1 (inhibitor).